Dataset: Experimentally validated miRNA-target interactions with 360,000+ pairs, plus equal number of negative samples. Task: Binary Classification. Given a miRNA mature sequence and a target amino acid sequence, predict their likelihood of interaction. (1) The miRNA is mmu-miR-1912-3p with sequence CACAGAACAUGCAGUGAGAACU. The protein sequence of the target gene is MGSSSLSEDYRQCLERELRRGRAGVCGDPSLRAVLWQILVEDFDLHGALQDDALALFTDGLWGRADLAPALQDLARAFELLELAAVHLYLLPWRKEFTTIKTFSGGYVHVLKGVLSEELLTRSFQKMGYVRRDNHRLMVTTPPPACQLVQVALGCFALRLECEILSEVLTQLGTSVLPAEELLRARRASGDVASCVAWLQQRLAQDEEPPPLPPRGTPATYGAPVDLYQDLQEDESSEASLYGEPSPGLDSPPVELAYRPPLWEQSAKLWGSGGQPWEPPADDMHRASSPPYGALEEELE.... Result: 0 (no interaction). (2) The miRNA is hsa-miR-214-5p with sequence UGCCUGUCUACACUUGCUGUGC. The protein sequence of the target gene is MEGAPPGSLALRLLLFVALPASGWLTTGAPEPPPLSGAPQDGIRINVTTLKDDGDISKQQVVLNITYESGQVYVNDLPVNSGVTRISCQTLIVKNENLENLEEKEYFGIVSVRILVHEWPMTSGSSLQLIVIQEEVVEIDGKQVQQKDVTEIDILVKNRGVLRHSNYTLPLEESMLYSISRDSDILFTLPNLSKKESVSSLQTTSQYLIRNVETTVDEDVLPGKLPETPLRAEPPSSYKVMCQWMEKFRKDLCRFWSNVFPVFFQFLNIMVVGITGAAVVITILKVFFPVSEYKGILQLD.... Result: 1 (interaction). (3) The miRNA is hsa-miR-6763-3p with sequence CUCCCCGGCCUCUGCCCCCAG. The protein sequence of the target gene is MQEGELAISPISPVAAMPPLGTHVQARCEAQINLLGEGGICKLPGRLRIQPALWSREDVLHWLRWAEQEYSLPCTAEHGFEMNGRALCILTKDDFRHRAPSSGDVLYELLQYIKTQRRALVCGPFFGGIFRLKTPTQHSPVPPEEVTGPSQMDTRRGHLLQPPDPGLTSNFGHLDDPGLARWTPGKEESLNLCHCAELGCRTQGVCSFPAMPQAPIDGRIADCRLLWDYVYQLLLDTRYEPYIKWEDKDAKIFRVVDPNGLARLWGNHKNRVNMTYEKMSRALRHYYKLNIIKKEPGQKL.... Result: 0 (no interaction). (4) The miRNA is hsa-miR-3661 with sequence UGACCUGGGACUCGGACAGCUG. The protein sequence of the target gene is MNPGFDLSRRNPQEDFELIQRIGSGTYGDVYKARNVNTGELAAIKVIKLEPGEDFAVVQQEIIMMKDCKHPNIVAYFGSYLRRDKLWICMEFCGGGSLQDIYHVTGPLSELQIAYVSRETLQGLYYLHSKGKMHRDIKGANILLTDNGHVKLADFGVSAQITATIAKRKSFIGTPYWMAPEVAAVERKGGYNQLCDLWAVGITAIELAELQPPMFDLHPMRALFLMTKSNFQPPKLKDKLKWSNSFHHFVKMALTKNPKKRPNAEKLLQHPFVTQPLTRSLAIELLDKVNNPDHSTYHDF.... Result: 0 (no interaction). (5) The miRNA is hsa-miR-100-3p with sequence CAAGCUUGUAUCUAUAGGUAUG. The protein sequence of the target gene is MRKGIQPALEQYLVTAGGGEGAAVVAAAAAASMDKRALLASPGFAAAAAAAAAPGAYIQILTTNTSTTSCSSSLQSGAVAAGPLLPSAPGAEQTAGSLLYTTPHGPSSRAGLLQQPPALGRGGSGGGGGPPAKRRLELGESGHQYLSDGLKTPKGKGRAALRSPDSPKTPKSPSEKTRYDTSLGLLTKKFIQLLSQSPDGVLDLNKAAEVLKVQKRRIYDITNVLEGIHLIKKKSKNNVQWMGCSLSEDGGMLAQCQGLSKEVTELSQEEKKLDELIQSCTLDLKLLTEDSENQRLAYVT.... Result: 1 (interaction).